Dataset: Reaction yield outcomes from USPTO patents with 853,638 reactions. Task: Predict the reaction yield, written as a fraction of the theoretical maximum amount of product (1.0 means a 100% yield; for example, 0.34 means a 34% yield). (1) The product is [CH3:17][O:18][C:19]([C:21]1[C:22]([O:36][CH3:2])=[C:23]2[C:28](=[C:29]([O:35][Si:7]([CH:14]([CH3:16])[CH3:15])([CH:11]([CH3:13])[CH3:12])[CH:8]([CH3:10])[CH3:9])[C:30]=1[C:31]([O:33][CH3:34])=[O:32])[N:27]=[CH:26][CH:25]=[CH:24]2)=[O:20]. The yield is 0.590. The catalyst is CN(C=O)C. The reactants are N1C=CN=[CH:2]1.Cl[Si:7]([CH:14]([CH3:16])[CH3:15])([CH:11]([CH3:13])[CH3:12])[CH:8]([CH3:10])[CH3:9].[CH3:17][O:18][C:19]([C:21]1[C:22]([OH:36])=[C:23]2[C:28](=[C:29]([OH:35])[C:30]=1[C:31]([O:33][CH3:34])=[O:32])[N:27]=[CH:26][CH:25]=[CH:24]2)=[O:20].C([O-])([O-])=O.[K+].[K+].CI. (2) The reactants are C(O)C.C([O:11][C:12](=[O:29])[C:13]1[CH:18]=[C:17]([C:19]#[N:20])[CH:16]=[CH:15][C:14]=1[O:21]CC1C=CC=CC=1)C1C=CC=CC=1. The catalyst is [Pd].O1CCCC1. The product is [C:19]([C:17]1[CH:18]=[C:13]([C:12]([OH:29])=[O:11])[C:14]([OH:21])=[CH:15][CH:16]=1)#[N:20]. The yield is 1.00. (3) The reactants are C(O[C:6]([N:8]1[CH2:13][CH2:12][N:11]([C:14](OC(C)(C)C)=O)[CH2:10][CH:9]1[CH2:21][C:22](OC)=[O:23])=O)(C)(C)C.[H-].[H-].[H-].[H-].[Li+].[Al+3]. The catalyst is C1COCC1. The product is [CH3:6][N:8]1[CH2:13][CH2:12][N:11]([CH3:14])[CH2:10][CH:9]1[CH2:21][CH2:22][OH:23]. The yield is 0.650.